This data is from Forward reaction prediction with 1.9M reactions from USPTO patents (1976-2016). The task is: Predict the product of the given reaction. (1) Given the reactants [CH2:1]([S:8][C:9]1[N:14]=[C:13]([C:15]2[CH:20]=[CH:19][C:18]([F:21])=[C:17]([Cl:22])[CH:16]=2)[CH:12]=[C:11](N2CCN(C3C(Cl)=CC=CN=3)C[C@H]2C)[N:10]=1)[C:2]1[CH:7]=[CH:6][CH:5]=[CH:4][CH:3]=1.C1C=C([Cl:43])C=C(C(OO)=O)C=1, predict the reaction product. The product is: [CH2:1]([S:8][C:9]1[N:10]=[C:11]([Cl:43])[CH:12]=[C:13]([C:15]2[CH:20]=[CH:19][C:18]([F:21])=[C:17]([Cl:22])[CH:16]=2)[N:14]=1)[C:2]1[CH:7]=[CH:6][CH:5]=[CH:4][CH:3]=1. (2) Given the reactants O[C:2]1([C:18]2[C:27]([OH:28])=[CH:26][C:21]3[O:22][CH2:23][O:24][CH2:25][C:20]=3[CH:19]=2)[C:10]2[C:5](=[CH:6][CH:7]=[CH:8][CH:9]=2)[N:4]([CH2:11][C@H:12]2[CH2:16][CH2:15][CH2:14][O:13]2)[C:3]1=[O:17].OC1(C2C(O)=CC3ON=C(C)C=3C=2)C2C(=CC=CC=2)N(CC2C=CC(OC)=CC=2)C1=O, predict the reaction product. The product is: [OH:28][C:27]1[C:18]([CH:2]2[C:10]3[C:5](=[CH:6][CH:7]=[CH:8][CH:9]=3)[N:4]([CH2:11][C@H:12]3[CH2:16][CH2:15][CH2:14][O:13]3)[C:3]2=[O:17])=[CH:19][C:20]2[CH2:25][O:24][CH2:23][O:22][C:21]=2[CH:26]=1.